Task: Predict the product of the given reaction.. Dataset: Forward reaction prediction with 1.9M reactions from USPTO patents (1976-2016) (1) Given the reactants Cl[C:2]1[CH:3]=[C:4]([CH:9]=[CH:10][N:11]=1)[C:5]([O:7][CH3:8])=[O:6].[CH3:12][C:13]1([C:16]([NH2:18])=[O:17])[CH2:15][CH2:14]1, predict the reaction product. The product is: [CH3:12][C:13]1([C:16]([NH:18][C:2]2[CH:3]=[C:4]([CH:9]=[CH:10][N:11]=2)[C:5]([O:7][CH3:8])=[O:6])=[O:17])[CH2:15][CH2:14]1. (2) Given the reactants [NH:1]1[C:5]2=[N:6][CH:7]=[CH:8][CH:9]=[C:4]2[C:3]([CH:10]=[C:11]2[O:15][C:14]([NH:16][C:17]3[CH:22]=[CH:21][CH:20]=[CH:19][CH:18]=3)=[C:13]([C:23]([O:25]CC)=[O:24])[C:12]2=[O:28])=[CH:2]1.[OH-].[K+].Cl, predict the reaction product. The product is: [NH:1]1[C:5]2=[N:6][CH:7]=[CH:8][CH:9]=[C:4]2[C:3]([CH:10]=[C:11]2[O:15][C:14]([NH:16][C:17]3[CH:22]=[CH:21][CH:20]=[CH:19][CH:18]=3)=[C:13]([C:23]([OH:25])=[O:24])[C:12]2=[O:28])=[CH:2]1. (3) Given the reactants C(N(CC)CC)C.[C:8]([C:12]1[CH:13]=[C:14]([C:30](=[O:33])[NH:31][CH3:32])[C:15]([O:28][CH3:29])=[C:16]([NH:18][C:19](=[O:27])OC2C=CC=CC=2)[CH:17]=1)([CH3:11])([CH3:10])[CH3:9].[NH2:34][C:35]1[C:44]2[C:39](=[CH:40][CH:41]=[CH:42][CH:43]=2)[C:38]([O:45][C:46]2[CH:51]=[CH:50][N:49]=[C:48]([NH:52][C:53]3[CH:54]=[C:55]([CH:67]=[C:68]([C:70]#[C:71][Si:72]([CH:79]([CH3:81])[CH3:80])([CH:76]([CH3:78])[CH3:77])[CH:73]([CH3:75])[CH3:74])[CH:69]=3)[C:56]([NH:58][CH2:59][CH2:60][N:61]3[CH2:66][CH2:65][O:64][CH2:63][CH2:62]3)=[O:57])[CH:47]=2)=[CH:37][CH:36]=1, predict the reaction product. The product is: [C:8]([C:12]1[CH:17]=[C:16]([NH:18][C:19]([NH:34][C:35]2[C:44]3[C:39](=[CH:40][CH:41]=[CH:42][CH:43]=3)[C:38]([O:45][C:46]3[CH:51]=[CH:50][N:49]=[C:48]([NH:52][C:53]4[CH:69]=[C:68]([C:70]#[C:71][Si:72]([CH:79]([CH3:81])[CH3:80])([CH:73]([CH3:74])[CH3:75])[CH:76]([CH3:77])[CH3:78])[CH:67]=[C:55]([C:56](=[O:57])[NH:58][CH2:59][CH2:60][N:61]5[CH2:66][CH2:65][O:64][CH2:63][CH2:62]5)[CH:54]=4)[CH:47]=3)=[CH:37][CH:36]=2)=[O:27])[C:15]([O:28][CH3:29])=[C:14]([CH:13]=1)[C:30]([NH:31][CH3:32])=[O:33])([CH3:9])([CH3:10])[CH3:11]. (4) Given the reactants [CH:1]([Si:4]([CH:25]([CH3:27])[CH3:26])([CH:22]([CH3:24])[CH3:23])[O:5][CH2:6][C:7]1[S:8][C:9](B2OC(C)(C)C(C)(C)O2)=[CH:10][C:11]=1[CH3:12])([CH3:3])[CH3:2].Br[C:29]1[CH:34]=[CH:33][C:32]([O:35][C:36]([F:39])([F:38])[F:37])=[CH:31][CH:30]=1.C(=O)([O-])[O-].[Na+].[Na+], predict the reaction product. The product is: [CH:1]([Si:4]([CH:22]([CH3:24])[CH3:23])([CH:25]([CH3:27])[CH3:26])[O:5][CH2:6][C:7]1[S:8][C:9]([C:29]2[CH:30]=[CH:31][C:32]([O:35][C:36]([F:37])([F:38])[F:39])=[CH:33][CH:34]=2)=[CH:10][C:11]=1[CH3:12])([CH3:2])[CH3:3]. (5) The product is: [CH:11]1([N:21]([C:16]2[CH:17]=[CH:18][CH:19]=[CH:20][C:15]=2[CH2:13][CH3:14])[C:22]2[N:27]=[CH:26][C:25]3[N:28]=[CH:29][N:30]([CH3:31])[C:24]=3[CH:23]=2)[CH2:12][CH2:7]1. Given the reactants N1C=CC=CC=1[C:7]1[CH:12]=[CH:11]C=CN=1.[CH2:13]([C:15]1[CH:20]=[CH:19][CH:18]=[CH:17][C:16]=1[NH:21][C:22]1[N:27]=[CH:26][C:25]2[N:28]=[CH:29][N:30]([CH3:31])[C:24]=2[CH:23]=1)[CH3:14].C1(B(O)O)CC1.C(=O)([O-])[O-].[Na+].[Na+].[NH4+].[Cl-], predict the reaction product. (6) Given the reactants [CH3:1][C:2]1[C:3]([C:7]([OH:9])=O)=[N:4][NH:5][CH:6]=1.C1C=CC2N(O)N=NC=2C=1.C[CH2:21][N:22]=[C:23]=NCCCN(C)C.CCN(C(C)C)C(C)C.CNC, predict the reaction product. The product is: [CH3:21][N:22]([CH3:23])[C:7]([C:3]1[C:2]([CH3:1])=[CH:6][NH:5][N:4]=1)=[O:9]. (7) Given the reactants [Br:1][C:2]1[CH:7]=[CH:6][C:5]([N:8]2[CH2:13][CH2:12][NH:11][CH2:10][CH2:9]2)=[CH:4][C:3]=1[C:14]([F:17])([F:16])[F:15].[C:18](O[C:18]([O:20][C:21]([CH3:24])([CH3:23])[CH3:22])=[O:19])([O:20][C:21]([CH3:24])([CH3:23])[CH3:22])=[O:19], predict the reaction product. The product is: [Br:1][C:2]1[CH:7]=[CH:6][C:5]([N:8]2[CH2:13][CH2:12][N:11]([C:18]([O:20][C:21]([CH3:24])([CH3:23])[CH3:22])=[O:19])[CH2:10][CH2:9]2)=[CH:4][C:3]=1[C:14]([F:15])([F:17])[F:16].